This data is from Forward reaction prediction with 1.9M reactions from USPTO patents (1976-2016). The task is: Predict the product of the given reaction. (1) Given the reactants [CH2:1]([S:3]([O-:5])=[O:4])[CH3:2].[Na+].[Cl:7][C:8]1[N:13]=[C:12]([N:14]2[CH2:19][CH2:18][O:17][CH2:16][C@H:15]2[CH3:20])[CH:11]=[C:10]([CH2:21]I)[N:9]=1, predict the reaction product. The product is: [Cl:7][C:8]1[N:13]=[C:12]([N:14]2[CH2:19][CH2:18][O:17][CH2:16][C@H:15]2[CH3:20])[CH:11]=[C:10]([CH2:21][S:3]([CH2:1][CH3:2])(=[O:5])=[O:4])[N:9]=1. (2) Given the reactants [N:1]([C@@H:4]([C@@H:31]([C:38]1[CH:43]=[CH:42][C:41]([F:44])=[CH:40][CH:39]=1)[CH:32]1[CH2:37][CH2:36][O:35][CH2:34][CH2:33]1)[C:5]([NH:7][C:8]1[CH:29]=[CH:28][CH:27]=[C:26]([F:30])[C:9]=1[CH2:10][CH2:11][C@H:12]1[CH2:16][O:15]C(C)(C)[N:13]1C(OC(C)(C)C)=O)=[O:6])=[N+:2]=[N-:3].FC(F)(F)C(O)=O.O, predict the reaction product. The product is: [NH2:13][C@H:12]([CH2:16][OH:15])[CH2:11][CH2:10][C:9]1[C:26]([F:30])=[CH:27][CH:28]=[CH:29][C:8]=1[NH:7][C:5](=[O:6])[C@@H:4]([N:1]=[N+:2]=[N-:3])[C@@H:31]([C:38]1[CH:39]=[CH:40][C:41]([F:44])=[CH:42][CH:43]=1)[CH:32]1[CH2:37][CH2:36][O:35][CH2:34][CH2:33]1. (3) Given the reactants Cl.[NH:2]1[CH2:7][CH2:6][CH:5]([NH:8][C:9]([C:11]2[C:15]3[N:16]=[CH:17][N:18]=[C:19]([C:20]4[CH:25]=[C:24]([F:26])[C:23]([OH:27])=[CH:22][C:21]=4[O:28][CH2:29][CH:30]4[CH2:32][CH2:31]4)[C:14]=3[NH:13][CH:12]=2)=[O:10])[CH2:4][CH2:3]1.Cl[C:34]([C@@H:36]([O:38]C(=O)C)[CH3:37])=[O:35], predict the reaction product. The product is: [OH:38][C@@H:36]([CH3:37])[C:34]([N:2]1[CH2:3][CH2:4][CH:5]([NH:8][C:9]([C:11]2[C:15]3[N:16]=[CH:17][N:18]=[C:19]([C:20]4[CH:25]=[C:24]([F:26])[C:23]([OH:27])=[CH:22][C:21]=4[O:28][CH2:29][CH:30]4[CH2:32][CH2:31]4)[C:14]=3[NH:13][CH:12]=2)=[O:10])[CH2:6][CH2:7]1)=[O:35]. (4) Given the reactants [F:1][C:2]([F:18])([F:17])[C:3]1[CH:4]=[CH:5][C:6]([NH:9][C:10]2[CH:15]=[CH:14][C:13]([OH:16])=[CH:12][CH:11]=2)=[N:7][CH:8]=1.[CH3:19][N:20]([C:24]1[CH:29]=[CH:28][CH:27]=[CH:26][CH:25]=1)[C:21](Cl)=[O:22], predict the reaction product. The product is: [F:18][C:2]([F:1])([F:17])[C:3]1[CH:4]=[CH:5][C:6]([NH:9][C:10]2[CH:11]=[CH:12][C:13]([O:16][C:21](=[O:22])[N:20]([CH3:19])[C:24]3[CH:29]=[CH:28][CH:27]=[CH:26][CH:25]=3)=[CH:14][CH:15]=2)=[N:7][CH:8]=1. (5) Given the reactants [F:1][C:2]1[CH:7]=[CH:6][CH:5]=[C:4]([F:8])[C:3]=1[N:9]1[C:14]2[N:15]=[C:16](S(C)=O)[N:17]=[C:18]([C:19]3[CH:20]=[C:21]([CH:32]=[CH:33][C:34]=3[CH3:35])[C:22]([NH:24][C:25]3[CH:30]=[CH:29][C:28]([F:31])=[CH:27][CH:26]=3)=[O:23])[C:13]=2[CH2:12][NH:11][C:10]1=[O:39].C[N:41]([CH:49]1CCNC[CH2:50]1)[C:42](=[O:48])[O:43][C:44]([CH3:47])([CH3:46])[CH3:45].C([N:58]([CH2:62][CH3:63])[CH:59]([CH3:61])C)(C)C, predict the reaction product. The product is: [F:1][C:2]1[CH:7]=[CH:6][CH:5]=[C:4]([F:8])[C:3]=1[N:9]1[C:14]2[N:15]=[C:16]([N:58]3[CH2:59][CH2:61][CH:50]([CH2:49][NH:41][C:42](=[O:48])[O:43][C:44]([CH3:47])([CH3:46])[CH3:45])[CH2:63][CH2:62]3)[N:17]=[C:18]([C:19]3[CH:20]=[C:21]([C:22]([NH:24][C:25]4[CH:30]=[CH:29][C:28]([F:31])=[CH:27][CH:26]=4)=[O:23])[CH:32]=[CH:33][C:34]=3[CH3:35])[C:13]=2[CH2:12][NH:11][C:10]1=[O:39]. (6) Given the reactants CN(CCN(C)C)C.[CH2:9]=[CH:10][C:11]1[CH:16]=[CH:15][CH:14]=[CH:13][CH:12]=1.C([Li])CCC.C=CC(=C)C.Cl[Si](Cl)(Cl)Cl, predict the reaction product. The product is: [CH2:9]=[CH:10][C:11](=[CH2:12])[CH3:16].[CH2:9]=[CH:10][C:11]1[CH:16]=[CH:15][CH:14]=[CH:13][CH:12]=1. (7) Given the reactants [NH2:1][C:2]1[CH:16]=[CH:15][C:14]([N+:17]([O-:19])=[O:18])=[CH:13][C:3]=1[CH2:4][NH:5][C:6](=[O:12])[O:7][C:8]([CH3:11])([CH3:10])[CH3:9].C(N(CC)CC)C.[C:27](Cl)(=[O:30])[CH:28]=[CH2:29], predict the reaction product. The product is: [C:27]([NH:1][C:2]1[CH:16]=[CH:15][C:14]([N+:17]([O-:19])=[O:18])=[CH:13][C:3]=1[CH2:4][NH:5][C:6](=[O:12])[O:7][C:8]([CH3:11])([CH3:10])[CH3:9])(=[O:30])[CH:28]=[CH2:29]. (8) Given the reactants [CH2:1]([O:5][C:6]([N:8]1[CH2:13][CH2:12][N:11]([C:14](=[O:43])[CH2:15][NH:16][C:17]([C:19]2[CH:23]=[C:22]([O:24][C@@H:25]([C:27]([O:29]CC3C=CC=CC=3)=[O:28])[CH3:26])[N:21]([C:37]3[CH:42]=[CH:41][CH:40]=[CH:39][CH:38]=3)[N:20]=2)=[O:18])[CH2:10][CH2:9]1)=[O:7])[CH2:2][CH2:3][CH3:4], predict the reaction product. The product is: [CH2:1]([O:5][C:6]([N:8]1[CH2:13][CH2:12][N:11]([C:14](=[O:43])[CH2:15][NH:16][C:17]([C:19]2[CH:23]=[C:22]([O:24][C@@H:25]([C:27]([OH:29])=[O:28])[CH3:26])[N:21]([C:37]3[CH:38]=[CH:39][CH:40]=[CH:41][CH:42]=3)[N:20]=2)=[O:18])[CH2:10][CH2:9]1)=[O:7])[CH2:2][CH2:3][CH3:4]. (9) Given the reactants [C:1]([O:5][C:6]([N:8]1[CH2:13][CH2:12][N:11]([C:14]2[N:19]=[CH:18][N:17]=[C:16]3[NH:20][N:21]=[CH:22][C:15]=23)[CH2:10][CH2:9]1)=[O:7])([CH3:4])([CH3:3])[CH3:2].[Br:23]N1C(=O)CCC1=O, predict the reaction product. The product is: [Br:23][C:22]1[C:15]2[C:16](=[N:17][CH:18]=[N:19][C:14]=2[N:11]2[CH2:10][CH2:9][N:8]([C:6]([O:5][C:1]([CH3:4])([CH3:2])[CH3:3])=[O:7])[CH2:13][CH2:12]2)[NH:20][N:21]=1. (10) The product is: [Cl:1][C:2]1[CH:7]=[CH:6][CH:5]=[CH:4][C:3]=1[C:8]1[CH:17]=[C:16]([NH:18][C:19](=[O:23])[CH:20]([CH3:21])[CH3:22])[CH:15]=[C:14]2[C:9]=1[CH2:10][CH2:11][NH:12][CH2:13]2. Given the reactants [Cl:1][C:2]1[CH:7]=[CH:6][CH:5]=[CH:4][C:3]=1[C:8]1[CH:17]=[C:16]([NH:18][C:19](=[O:23])[CH:20]([CH3:22])[CH3:21])[CH:15]=[C:14]2[C:9]=1[CH2:10][CH2:11][N:12](C(=O)C(F)(F)F)[CH2:13]2.C(=O)([O-])[O-].[K+].[K+], predict the reaction product.